This data is from HIV replication inhibition screening data with 41,000+ compounds from the AIDS Antiviral Screen. The task is: Binary Classification. Given a drug SMILES string, predict its activity (active/inactive) in a high-throughput screening assay against a specified biological target. (1) The compound is CC1CC2(O)C3CC(F)C4=CC(=O)CCC4(C)C3C(O)CC2(C)C1(O)C(=O)CO. The result is 0 (inactive). (2) The compound is CCCCC(C)=NNC(N)=S. The result is 0 (inactive). (3) The result is 0 (inactive). The molecule is Brc1cccc(-c2nc3ccccc3[nH]2)c1. (4) The compound is CCCCCCCCCCCCCCCCCCN(C)C. The result is 0 (inactive). (5) The molecule is O=c1[nH]c2cc(Cl)c(Br)cc2o1. The result is 1 (active). (6) The drug is N#Cc1cc2c(n(C3OC(CO)C(O)C(O)C3O)c1=S)CCCC2. The result is 0 (inactive). (7) The molecule is CCOC(=O)c1c(-c2ccccc2)oc(-c2ccccc2)c1C(=O)OCC. The result is 0 (inactive).